Regression. Given two drug SMILES strings and cell line genomic features, predict the synergy score measuring deviation from expected non-interaction effect. From a dataset of NCI-60 drug combinations with 297,098 pairs across 59 cell lines. (1) Drug 1: CN1CCC(CC1)COC2=C(C=C3C(=C2)N=CN=C3NC4=C(C=C(C=C4)Br)F)OC. Drug 2: CC=C1C(=O)NC(C(=O)OC2CC(=O)NC(C(=O)NC(CSSCCC=C2)C(=O)N1)C(C)C)C(C)C. Cell line: CAKI-1. Synergy scores: CSS=36.5, Synergy_ZIP=-14.2, Synergy_Bliss=-12.5, Synergy_Loewe=-16.8, Synergy_HSA=-10.7. (2) Drug 2: CC1=C(C=C(C=C1)C(=O)NC2=CC(=CC(=C2)C(F)(F)F)N3C=C(N=C3)C)NC4=NC=CC(=N4)C5=CN=CC=C5. Drug 1: C1=NC2=C(N=C(N=C2N1C3C(C(C(O3)CO)O)O)F)N. Cell line: OVCAR-5. Synergy scores: CSS=1.59, Synergy_ZIP=1.92, Synergy_Bliss=2.30, Synergy_Loewe=0.615, Synergy_HSA=-0.759. (3) Drug 1: C1C(C(OC1N2C=NC3=C2NC=NCC3O)CO)O. Drug 2: CC12CCC3C(C1CCC2OP(=O)(O)O)CCC4=C3C=CC(=C4)OC(=O)N(CCCl)CCCl.[Na+]. Cell line: MALME-3M. Synergy scores: CSS=7.57, Synergy_ZIP=-0.697, Synergy_Bliss=1.94, Synergy_Loewe=-4.75, Synergy_HSA=1.39. (4) Drug 1: C1=NC(=NC(=O)N1C2C(C(C(O2)CO)O)O)N. Drug 2: CC(C)NC(=O)C1=CC=C(C=C1)CNNC.Cl. Cell line: OVCAR-5. Synergy scores: CSS=13.5, Synergy_ZIP=-4.97, Synergy_Bliss=2.74, Synergy_Loewe=-14.3, Synergy_HSA=0.864. (5) Drug 1: CC12CCC(CC1=CCC3C2CCC4(C3CC=C4C5=CN=CC=C5)C)O. Drug 2: CC1C(C(=O)NC(C(=O)N2CCCC2C(=O)N(CC(=O)N(C(C(=O)O1)C(C)C)C)C)C(C)C)NC(=O)C3=C4C(=C(C=C3)C)OC5=C(C(=O)C(=C(C5=N4)C(=O)NC6C(OC(=O)C(N(C(=O)CN(C(=O)C7CCCN7C(=O)C(NC6=O)C(C)C)C)C)C(C)C)C)N)C. Cell line: M14. Synergy scores: CSS=14.8, Synergy_ZIP=10.0, Synergy_Bliss=21.2, Synergy_Loewe=20.3, Synergy_HSA=20.2. (6) Drug 1: C1C(C(OC1N2C=NC(=NC2=O)N)CO)O. Drug 2: CC1C(C(CC(O1)OC2CC(CC3=C2C(=C4C(=C3O)C(=O)C5=CC=CC=C5C4=O)O)(C(=O)C)O)N)O. Cell line: SNB-75. Synergy scores: CSS=48.3, Synergy_ZIP=1.78, Synergy_Bliss=2.53, Synergy_Loewe=-32.5, Synergy_HSA=3.61.